Predict the reactants needed to synthesize the given product. From a dataset of Full USPTO retrosynthesis dataset with 1.9M reactions from patents (1976-2016). (1) Given the product [CH3:1][N:2]1[CH2:3][CH2:4][N:5]([C:8]2[CH:9]=[CH:10][C:11]([C:12]([NH:14][C:15]3[N:16]=[CH:17][N:18]4[C:22]([C:23]([F:26])([F:25])[F:24])=[C:21]([C:27]([OH:29])=[O:28])[S:20][C:19]=34)=[O:13])=[CH:32][CH:33]=2)[CH2:6][CH2:7]1, predict the reactants needed to synthesize it. The reactants are: [CH3:1][N:2]1[CH2:7][CH2:6][N:5]([C:8]2[CH:33]=[CH:32][C:11]([C:12]([NH:14][C:15]3[N:16]=[CH:17][N:18]4[C:22]([C:23]([F:26])([F:25])[F:24])=[C:21]([C:27]([O:29]CC)=[O:28])[S:20][C:19]=34)=[O:13])=[CH:10][CH:9]=2)[CH2:4][CH2:3]1.[Li+].[OH-].C(O)(=O)C. (2) Given the product [F:17][C:15]1[CH:14]=[CH:13][C:12]([O:18][CH3:19])=[C:11]([C:8]2[CH:9]=[CH:10][C:5]([CH2:4][NH2:3])=[CH:6][C:7]=2[O:20][CH3:21])[CH:16]=1, predict the reactants needed to synthesize it. The reactants are: CO[N:3]=[CH:4][C:5]1[CH:10]=[CH:9][C:8]([C:11]2[CH:16]=[C:15]([F:17])[CH:14]=[CH:13][C:12]=2[O:18][CH3:19])=[C:7]([O:20][CH3:21])[CH:6]=1.